This data is from Catalyst prediction with 721,799 reactions and 888 catalyst types from USPTO. The task is: Predict which catalyst facilitates the given reaction. (1) Product: [Br:1][C:2]1[CH:3]=[CH:4][C:5]([CH2:8][CH2:9][CH2:10][OH:11])=[CH:6][CH:7]=1. The catalyst class is: 1. Reactant: [Br:1][C:2]1[CH:7]=[CH:6][C:5](/[CH:8]=[CH:9]/[C:10](OC)=[O:11])=[CH:4][CH:3]=1.[H-].[Al+3].[Li+].[H-].[H-].[H-]. (2) Reactant: O.C(O)(=O)C=[O:4].[CH2:7]1[CH2:12][CH2:11][CH:10]([N:13]=[C:14]=[N:15][CH:16]2[CH2:21][CH2:20][CH2:19][CH2:18][CH2:17]2)[CH2:9][CH2:8]1. Product: [C:14]([NH:13][CH:10]1[CH2:9][CH2:8][CH2:7][CH2:12][CH2:11]1)([NH:15][CH:16]1[CH2:21][CH2:20][CH2:19][CH2:18][CH2:17]1)=[O:4]. The catalyst class is: 3.